Predict the reaction yield, written as a fraction of the theoretical maximum amount of product (1.0 means a 100% yield; for example, 0.34 means a 34% yield). From a dataset of Reaction yield outcomes from USPTO patents with 853,638 reactions. The reactants are [C:1]([O:5][C:6](=[O:20])[CH2:7][C@H:8]([CH2:12][C@H:13]([CH3:19])[CH2:14][CH2:15][CH2:16][CH2:17][CH3:18])[C:9](O)=[O:10])([CH3:4])([CH3:3])[CH3:2]. The catalyst is C1COCC1. The product is [C:1]([O:5][C:6](=[O:20])[CH2:7][C@@H:8]([CH2:9][OH:10])[CH2:12][C@H:13]([CH3:19])[CH2:14][CH2:15][CH2:16][CH2:17][CH3:18])([CH3:2])([CH3:4])[CH3:3]. The yield is 0.680.